Dataset: Forward reaction prediction with 1.9M reactions from USPTO patents (1976-2016). Task: Predict the product of the given reaction. (1) Given the reactants [C:1]1([C:10]2[CH:15]=[CH:14][CH:13]=[CH:12][CH:11]=2)[CH:6]=[CH:5][C:4]([C:7](O)=[O:8])=[CH:3][CH:2]=1.C(Cl)(=O)C([Cl:19])=O, predict the reaction product. The product is: [C:10]1([C:1]2[CH:6]=[CH:5][C:4]([C:7]([Cl:19])=[O:8])=[CH:3][CH:2]=2)[CH:15]=[CH:14][CH:13]=[CH:12][CH:11]=1. (2) The product is: [Cl:1][C:2]1[CH:3]=[CH:4][C:5]2[N:6]([C:8]([C:11]([C:14]3[CH:15]=[CH:16][C:17]4[N:18]([CH:20]=[CH:21][N:22]=4)[CH:19]=3)=[O:13])=[CH:9][N:10]=2)[N:7]=1. Given the reactants [Cl:1][C:2]1[CH:3]=[CH:4][C:5]2[N:6]([C:8]([C:11]([C:14]3[CH:15]=[CH:16][C:17]4[N:18]([CH:20]=[CH:21][N:22]=4)[CH:19]=3)([OH:13])C)=[CH:9][N:10]=2)[N:7]=1.I(C1C=CC=CC=1C(O)=O)(=O)=O, predict the reaction product. (3) Given the reactants [CH3:1][O:2][C:3]1[CH:4]=[C:5]2[C:10](=[CH:11][C:12]=1[O:13][CH3:14])[N:9]=[CH:8][CH:7]=[C:6]2[O:15][C:16]1[CH:22]=[CH:21][C:19]([NH2:20])=[C:18]([N+:23]([O-:25])=[O:24])[CH:17]=1.C(N(CC)CC)C.ClC(Cl)(O[C:37](=[O:43])OC(Cl)(Cl)Cl)Cl.[CH2:45]([N:47]([CH2:51][CH3:52])[CH2:48][CH2:49][NH2:50])[CH3:46], predict the reaction product. The product is: [CH2:45]([N:47]([CH2:51][CH3:52])[CH2:48][CH2:49][NH:50][C:37]([NH:20][C:19]1[CH:21]=[CH:22][C:16]([O:15][C:6]2[C:5]3[C:10](=[CH:11][C:12]([O:13][CH3:14])=[C:3]([O:2][CH3:1])[CH:4]=3)[N:9]=[CH:8][CH:7]=2)=[CH:17][C:18]=1[N+:23]([O-:25])=[O:24])=[O:43])[CH3:46]. (4) Given the reactants Br[C:2]1[CH:7]=[CH:6][C:5]([S:8][CH3:9])=[CH:4][CH:3]=1.[Li]CCCC.[B:15](OC(C)C)([O:20]C(C)C)[O:16]C(C)C.Cl, predict the reaction product. The product is: [CH3:9][S:8][C:5]1[CH:6]=[CH:7][C:2]([B:15]([OH:20])[OH:16])=[CH:3][CH:4]=1. (5) The product is: [CH2:17]([O:16][C:14]([N:8]([CH2:9][CH2:10][CH2:11][OH:12])[C:3]1[CH:4]=[CH:5][CH:6]=[CH:7][N+:2]=1[O-:1])=[O:15])[C:18]1[CH:23]=[CH:22][CH:21]=[CH:20][CH:19]=1. Given the reactants [O-:1][N+:2]1[CH:7]=[CH:6][CH:5]=[CH:4][C:3]=1[NH:8][CH2:9][CH2:10][CH2:11][OH:12].Cl[C:14]([O:16][CH2:17][C:18]1[CH:23]=[CH:22][CH:21]=[CH:20][CH:19]=1)=[O:15], predict the reaction product. (6) The product is: [F:1][C:2]1[CH:7]=[C:6]([F:8])[CH:5]=[CH:4][C:3]=1[S:9]([NH:12][C:13]1[CH:18]=[C:17]([C:31]2[CH:39]=[C:38]3[C:34]([CH:35]=[N:36][N:37]3[S:40]([C:43]3[CH:48]=[CH:47][C:46]([CH3:49])=[CH:45][CH:44]=3)(=[O:42])=[O:41])=[C:33]([NH:50][C:51]([C:53]3[N:54]=[C:55]([CH2:58][N:59]4[CH2:64][C@H:63]([CH3:65])[O:62][C@H:61]([CH3:66])[CH2:60]4)[S:56][CH:57]=3)=[O:52])[CH:32]=2)[CH:16]=[N:15][C:14]=1[O:28][CH3:29])(=[O:10])=[O:11]. Given the reactants [F:1][C:2]1[CH:7]=[C:6]([F:8])[CH:5]=[CH:4][C:3]=1[S:9]([NH:12][C:13]1[C:14]([O:28][CH3:29])=[N:15][CH:16]=[C:17](B2OC(C)(C)C(C)(C)O2)[CH:18]=1)(=[O:11])=[O:10].Br[C:31]1[CH:39]=[C:38]2[C:34]([CH:35]=[N:36][N:37]2[S:40]([C:43]2[CH:48]=[CH:47][C:46]([CH3:49])=[CH:45][CH:44]=2)(=[O:42])=[O:41])=[C:33]([NH:50][C:51]([C:53]2[N:54]=[C:55]([CH2:58][N:59]3[CH2:64][C@H:63]([CH3:65])[O:62][C@H:61]([CH3:66])[CH2:60]3)[S:56][CH:57]=2)=[O:52])[CH:32]=1.C(=O)([O-])[O-].[Na+].[Na+].O1CCOCC1, predict the reaction product. (7) Given the reactants Br[CH2:2][C:3]1[CH:8]=[C:7]([F:9])[C:6]([F:10])=[CH:5][C:4]=1[C:11]1[CH:12]=[CH:13][C:14]([C:17]([NH:19][CH2:20][CH2:21][C:22]([O:24][CH2:25][CH3:26])=[O:23])=[O:18])=[N:15][CH:16]=1.[Cl:27][C:28]1[CH:29]=[C:30]([CH:32]=[CH:33][C:34]=1[I:35])[NH2:31].C([O-])([O-])=O.[K+].[K+], predict the reaction product. The product is: [Cl:27][C:28]1[CH:29]=[C:30]([NH:31][CH2:2][C:3]2[CH:8]=[C:7]([F:9])[C:6]([F:10])=[CH:5][C:4]=2[C:11]2[CH:12]=[CH:13][C:14]([C:17]([NH:19][CH2:20][CH2:21][C:22]([O:24][CH2:25][CH3:26])=[O:23])=[O:18])=[N:15][CH:16]=2)[CH:32]=[CH:33][C:34]=1[I:35]. (8) Given the reactants [Cl:1][C:2]1[CH:3]=[CH:4][C:5]([CH2:8][CH2:9][C:10]2[CH:15]=[CH:14][N:13]=[C:12]([O:16]C)[CH:11]=2)=[N:6][CH:7]=1.Cl, predict the reaction product. The product is: [Cl:1][C:2]1[CH:3]=[CH:4][C:5]([CH2:8][CH2:9][C:10]2[CH:15]=[CH:14][NH:13][C:12](=[O:16])[CH:11]=2)=[N:6][CH:7]=1. (9) Given the reactants [C:1]([NH:9][C:10]1[S:11][C@H:12]([CH3:37])[C@@H:13]2[CH2:19][C@H:18]([C:20]([NH:22][CH2:23][CH:24](OC)[O:25]C)=[O:21])[O:17][CH2:16][C@:14]2([C:29]2[CH:34]=[CH:33][C:32]([F:35])=[CH:31][C:30]=2[F:36])[N:15]=1)(=[O:8])[C:2]1[CH:7]=[CH:6][CH:5]=[CH:4][CH:3]=1.C(NC1SC[C@@H]2C[C@H](C(NCC=O)=O)OC[C@]2(C2C=CC(F)=CC=2F)N=1)(=O)C1C=CC=CC=1, predict the reaction product. The product is: [C:1]([NH:9][C:10]1[S:11][C@H:12]([CH3:37])[C@@H:13]2[CH2:19][C@H:18]([C:20]([NH:22][CH2:23][CH:24]=[O:25])=[O:21])[O:17][CH2:16][C@:14]2([C:29]2[CH:34]=[CH:33][C:32]([F:35])=[CH:31][C:30]=2[F:36])[N:15]=1)(=[O:8])[C:2]1[CH:3]=[CH:4][CH:5]=[CH:6][CH:7]=1. (10) Given the reactants Br[C:2]1[CH:3]=[CH:4][C:5]2[S:9](=[O:11])(=[O:10])[N:8]([CH2:12][CH:13]3[CH2:17][O:16][C:15]([CH3:19])([CH3:18])[O:14]3)[CH:7]([CH3:20])[C:6]=2[CH:21]=1.[F:22][C:23]1[CH:31]=[C:30]2[C:26]([C:27](B3OC(C)(C)C(C)(C)O3)=[CH:28][N:29]2[C:32]([O:34][C:35]([CH3:38])([CH3:37])[CH3:36])=[O:33])=[CH:25][CH:24]=1.C([O-])([O-])=O.[Cs+].[Cs+], predict the reaction product. The product is: [CH3:18][C:15]1([CH3:19])[O:14][CH:13]([CH2:12][N:8]2[CH:7]([CH3:20])[C:6]3[CH:21]=[C:2]([C:27]4[C:26]5[C:30](=[CH:31][C:23]([F:22])=[CH:24][CH:25]=5)[N:29]([C:32]([O:34][C:35]([CH3:38])([CH3:37])[CH3:36])=[O:33])[CH:28]=4)[CH:3]=[CH:4][C:5]=3[S:9]2(=[O:11])=[O:10])[CH2:17][O:16]1.